This data is from Reaction yield outcomes from USPTO patents with 853,638 reactions. The task is: Predict the reaction yield, written as a fraction of the theoretical maximum amount of product (1.0 means a 100% yield; for example, 0.34 means a 34% yield). The yield is 0.490. The reactants are [Li]CCCC.Br[CH2:7][C:8]1[CH:18]=[CH:17][CH:16]=[C:10]2[C:11]([NH:13][C:14](=[O:15])[C:9]=12)=[O:12]. The product is [CH2:7]=[C:8]1[CH:18]=[CH:17][CH:16]=[C:10]2[C:11]([NH:13][C:14](=[O:15])[CH:9]12)=[O:12]. The catalyst is COCCOC.